This data is from Reaction yield outcomes from USPTO patents with 853,638 reactions. The task is: Predict the reaction yield, written as a fraction of the theoretical maximum amount of product (1.0 means a 100% yield; for example, 0.34 means a 34% yield). (1) The reactants are Cl[C:2]1[N:3]=[C:4]([NH:19][CH3:20])[C:5]2[CH2:10][CH2:9][CH:8]([C:11]3[CH:16]=[CH:15][C:14]([F:17])=[CH:13][C:12]=3[F:18])[C:6]=2[N:7]=1.[Cl:21][C:22]1[N:23]=[CH:24][N:25]([C:27]2[CH:33]=[CH:32][C:30]([NH2:31])=[CH:29][C:28]=2[O:34][CH3:35])[CH:26]=1. The catalyst is C1COCC1.C(O)(=O)C. The product is [Cl:21][C:22]1[N:23]=[CH:24][N:25]([C:27]2[CH:33]=[CH:32][C:30]([NH:31][C:2]3[N:3]=[C:4]([NH:19][CH3:20])[C:5]4[CH2:10][CH2:9][CH:8]([C:11]5[CH:16]=[CH:15][C:14]([F:17])=[CH:13][C:12]=5[F:18])[C:6]=4[N:7]=3)=[CH:29][C:28]=2[O:34][CH3:35])[CH:26]=1. The yield is 0.596. (2) The reactants are [Cl:1][C:2]1[N:10]=[CH:9][CH:8]=[CH:7][C:3]=1[C:4](O)=[O:5].ClC1C(CO)=CC(F)=C(Cl)N=1. No catalyst specified. The product is [Cl:1][C:2]1[C:3]([CH2:4][OH:5])=[CH:7][CH:8]=[CH:9][N:10]=1. The yield is 0.440. (3) The reactants are [C:1]([Br:5])(Br)(Br)[Br:2].C1(P(C2C=CC=CC=2)C2C=CC=CC=2)C=CC=CC=1.[CH:25]1([O:31][CH2:32][CH2:33][CH:34]=O)[CH2:30][CH2:29][CH2:28][CH2:27][CH2:26]1. The catalyst is ClCCl. The product is [CH:25]1([O:31][CH2:32][CH2:33][CH:34]=[C:1]([Br:5])[Br:2])[CH2:30][CH2:29][CH2:28][CH2:27][CH2:26]1. The yield is 0.550. (4) The reactants are [CH2:1]([C:3]1[C:11]2[C:6](=[CH:7][C:8]([C:12]3[N:17]=[C:16]4[N:18]([CH2:21][C:22]5[CH:23]=[C:24]6[C:29](=[CH:30][CH:31]=5)[N:28]=[CH:27][CH:26]=[CH:25]6)[N:19]=[N:20][C:15]4=[CH:14][CH:13]=3)=[CH:9][CH:10]=2)[N:5](C(OC(C)(C)C)=O)[N:4]=1)[CH3:2].C(O)(C(F)(F)F)=O.[OH-].[Na+]. The catalyst is ClCCl. The product is [CH2:1]([C:3]1[C:11]2[C:6](=[CH:7][C:8]([C:12]3[N:17]=[C:16]4[N:18]([CH2:21][C:22]5[CH:23]=[C:24]6[C:29](=[CH:30][CH:31]=5)[N:28]=[CH:27][CH:26]=[CH:25]6)[N:19]=[N:20][C:15]4=[CH:14][CH:13]=3)=[CH:9][CH:10]=2)[NH:5][N:4]=1)[CH3:2]. The yield is 0.610. (5) The reactants are [H-].[Na+].CN(C=O)C.[O:8]=[C:9]1[CH:18]=[C:17]([CH:19]=[O:20])[C:16]2[C:11](=[CH:12][CH:13]=[CH:14][CH:15]=2)[NH:10]1.[Cl:21][C:22]1[CH:29]=[CH:28][C:25]([CH2:26]Br)=[CH:24][CH:23]=1. The catalyst is C(OCC)(=O)C.O. The product is [Cl:21][C:22]1[CH:29]=[CH:28][C:25]([CH2:26][N:10]2[C:11]3[C:16](=[CH:15][CH:14]=[CH:13][CH:12]=3)[C:17]([CH:19]=[O:20])=[CH:18][C:9]2=[O:8])=[CH:24][CH:23]=1. The yield is 0.470. (6) The reactants are [C:1]([NH:9][C@H:10]([C:12]([OH:14])=O)[CH3:11])(=[O:8])[C:2]1[CH:7]=[CH:6][CH:5]=[CH:4][CH:3]=1.C(C1NC=CN=1)(C1NC=CN=1)=O.[C:27]([O:30][CH2:31][CH3:32])(=[O:29])[CH3:28].[Li+].CC([N-]C(C)C)C. The product is [C:1]([NH:9][CH:10]([CH3:11])[C:12](=[O:14])[CH2:28][C:27]([O:30][CH2:31][CH3:32])=[O:29])(=[O:8])[C:2]1[CH:3]=[CH:4][CH:5]=[CH:6][CH:7]=1. The catalyst is C1COCC1. The yield is 0.955. (7) The reactants are Cl[C:2]1[CH:3]=[C:4]([CH:12]([CH2:24][CH:25]2[CH2:29][CH2:28][CH2:27][CH2:26]2)[C:13]([NH:15][C:16]2[CH:21]=[N:20][C:19]([C:22]#[N:23])=[CH:18][N:17]=2)=[O:14])[CH:5]=[CH:6][C:7]=1[S:8]([CH3:11])(=[O:10])=[O:9].[ClH:30].[NH2:31][OH:32].N1CCCCC1. The catalyst is CS(C)=O.O. The product is [Cl:30][C:6]1[CH:5]=[C:4]([CH:12]([CH2:24][CH:25]2[CH2:26][CH2:27][CH2:28][CH2:29]2)[C:13]([NH:15][C:16]2[CH:21]=[N:20][C:19]([C:22](=[NH:23])[NH:31][OH:32])=[CH:18][N:17]=2)=[O:14])[CH:3]=[CH:2][C:7]=1[S:8]([CH3:11])(=[O:10])=[O:9]. The yield is 0.638.